Dataset: Forward reaction prediction with 1.9M reactions from USPTO patents (1976-2016). Task: Predict the product of the given reaction. (1) Given the reactants [O:1]=[C:2]1[C:11]2[C:6](=[CH:7][CH:8]=[CH:9][CH:10]=2)[O:5][CH:4]([CH2:12][NH:13][C:14](=[O:16])[CH3:15])[CH2:3]1, predict the reaction product. The product is: [OH:1][CH:2]1[C:11]2[C:6](=[CH:7][CH:8]=[CH:9][CH:10]=2)[O:5][CH:4]([CH2:12][NH:13][C:14](=[O:16])[CH3:15])[CH2:3]1. (2) The product is: [CH3:2][C:3]1[C:7]([CH2:8][N:9]2[CH:13]=[C:12]([NH:14][C:20](=[O:21])[C:19]3[CH:23]=[C:24]([O:27][CH3:28])[C:25]([OH:26])=[C:17]([OH:16])[CH:18]=3)[CH:11]=[N:10]2)=[C:6]([CH3:15])[O:5][N:4]=1. Given the reactants Cl.[CH3:2][C:3]1[C:7]([CH2:8][N:9]2[CH:13]=[C:12]([NH2:14])[CH:11]=[N:10]2)=[C:6]([CH3:15])[O:5][N:4]=1.[OH:16][C:17]1[CH:18]=[C:19]([CH:23]=[C:24]([O:27][CH3:28])[C:25]=1[OH:26])[C:20](O)=[O:21].C1C=CC2N(O)N=NC=2C=1.C(Cl)CCl.C(N(CC)CC)C, predict the reaction product. (3) Given the reactants [F:1][C:2]1[CH:7]=[CH:6][C:5]([C:8]2[NH:9][C:10](=[S:20])[NH:11][C:12]=2[C:13]2[CH:18]=[CH:17][N:16]=[C:15]([OH:19])[CH:14]=2)=[CH:4][CH:3]=1.Br[C:22]1[CH:27]=[CH:26][CH:25]=[CH:24][CH:23]=1.C1(C)C=CC=CC=1.C(O)C.C(=O)([O-])[O-].[Na+].[Na+].O.N#N, predict the reaction product. The product is: [F:1][C:2]1[CH:3]=[CH:4][C:5]([C:8]2[N:9]=[C:10]([S:20][C:22]3[CH:27]=[CH:26][CH:25]=[CH:24][CH:23]=3)[NH:11][C:12]=2[C:13]2[CH:18]=[CH:17][NH:16][C:15](=[O:19])[CH:14]=2)=[CH:6][CH:7]=1.